From a dataset of Forward reaction prediction with 1.9M reactions from USPTO patents (1976-2016). Predict the product of the given reaction. (1) The product is: [O:1]1[CH2:5][CH2:4][CH2:3][C@H:2]1[C:6]1[O:17][C:15](=[O:16])[C:9]2([CH2:10][CH2:11][CH2:12][CH2:13][CH2:14]2)[N:8]=1. Given the reactants [O:1]1[CH2:5][CH2:4][CH2:3][C@H:2]1[C:6]([NH:8][C:9]1([C:15]([OH:17])=[O:16])[CH2:14][CH2:13][CH2:12][CH2:11][CH2:10]1)=O.Cl.C(N=C=NCCCN(C)C)C, predict the reaction product. (2) The product is: [CH2:18]([CH:8]1[C:7](=[O:22])[N:6]([CH2:5][CH2:4][C:3]([OH:23])=[O:2])[C:11]2[CH:12]=[C:13]([CH3:17])[CH:14]=[C:15]([CH3:16])[C:10]=2[O:9]1)[CH2:19][CH2:20][CH3:21]. Given the reactants C[O:2][C:3](=[O:23])[CH2:4][CH2:5][N:6]1[C:11]2[CH:12]=[C:13]([CH3:17])[CH:14]=[C:15]([CH3:16])[C:10]=2[O:9][CH:8]([CH2:18][CH2:19][CH2:20][CH3:21])[C:7]1=[O:22].[OH-].[Na+], predict the reaction product. (3) Given the reactants [F:1][C:2]1[CH:30]=[CH:29][CH:28]=[CH:27][C:3]=1[CH2:4][N:5]1[C:9]2=[N:10][CH:11]=[CH:12][CH:13]=[C:8]2[C:7]([C:14]2[N:15]=[C:16](I)[C:17]3[C:22]([CH3:24])([CH3:23])[C:21](=[O:25])[NH:20][C:18]=3[N:19]=2)=[N:6]1.[NH:31]1[CH2:36][CH2:35][S:34](=[O:38])(=[O:37])[CH2:33][CH2:32]1, predict the reaction product. The product is: [O:37]=[S:34]1(=[O:38])[CH2:35][CH2:36][N:31]([C:16]2[C:17]3[C:22]([CH3:24])([CH3:23])[C:21](=[O:25])[NH:20][C:18]=3[N:19]=[C:14]([C:7]3[C:8]4[C:9](=[N:10][CH:11]=[CH:12][CH:13]=4)[N:5]([CH2:4][C:3]4[CH:27]=[CH:28][CH:29]=[CH:30][C:2]=4[F:1])[N:6]=3)[N:15]=2)[CH2:32][CH2:33]1. (4) Given the reactants C(O)C.C(O)(=O)C.[CH3:8][O:9][C:10]1[CH:15]=[CH:14][CH:13]=[C:12]([O:16][CH2:17][C:18]2[CH:23]=[CH:22][C:21]([O:24][CH3:25])=[CH:20][CH:19]=2)[C:11]=1[C:26](=O)/[CH:27]=[C:28](\[NH:31][C:32]1[N:33]=[CH:34][C:35]([C:38]#[N:39])=[N:36][CH:37]=1)/SC.O.[NH2:42][NH2:43], predict the reaction product. The product is: [CH3:8][O:9][C:10]1[CH:15]=[CH:14][CH:13]=[C:12]([O:16][CH2:17][C:18]2[CH:23]=[CH:22][C:21]([O:24][CH3:25])=[CH:20][CH:19]=2)[C:11]=1[C:26]1[NH:43][N:42]=[C:28]([NH:31][C:32]2[N:33]=[CH:34][C:35]([C:38]#[N:39])=[N:36][CH:37]=2)[CH:27]=1. (5) Given the reactants [I:1][C:2]1[CH:17]=[CH:16][C:5]2[NH:6][C:7]([CH2:12][C:13]([OH:15])=O)=[N:8][S:9](=[O:11])(=[O:10])[C:4]=2[CH:3]=1.[CH2:18]([O:20][C:21]([CH:23]1[CH2:28][CH2:27][CH2:26][CH2:25][CH:24]1[NH:29][CH2:30][C:31]1[CH:36]=[CH:35][C:34]([F:37])=[CH:33][CH:32]=1)=[O:22])[CH3:19].Cl.CN(C)CCCN=C=NCC.CN1CCOCC1, predict the reaction product. The product is: [CH2:18]([O:20][C:21]([CH:23]1[CH2:28][CH2:27][CH2:26][CH2:25][CH:24]1[N:29]([CH2:30][C:31]1[CH:32]=[CH:33][C:34]([F:37])=[CH:35][CH:36]=1)[C:13](=[O:15])[CH2:12][C:7]1[NH:6][C:5]2[CH:16]=[CH:17][C:2]([I:1])=[CH:3][C:4]=2[S:9](=[O:10])(=[O:11])[N:8]=1)=[O:22])[CH3:19]. (6) Given the reactants [F:1][C:2]([F:31])([F:30])[C:3]([C:6]1[CH:11]=[CH:10][C:9]([O:12][CH2:13][CH2:14][CH2:15][O:16][C:17]2[CH:22]=[CH:21][C:20]([C:23](=[N:28][OH:29])[C:24]([F:27])([F:26])[F:25])=[CH:19][CH:18]=2)=[CH:8][CH:7]=1)=[N:4][OH:5].N1C(C)=CC=CC=1C.Cl[CH2:41][CH2:42][S:43](Cl)(=[O:45])=[O:44].Cl, predict the reaction product. The product is: [CH:42]([S:43]([OH:45])(=[O:5])=[O:44])=[CH2:41].[F:1][C:2]([F:30])([F:31])[C:3]([C:6]1[CH:7]=[CH:8][C:9]([O:12][CH2:13][CH2:14][CH2:15][O:16][C:17]2[CH:22]=[CH:21][C:20]([C:23](=[N:28][O:29][S:43]([CH:42]=[CH2:41])(=[O:45])=[O:44])[C:24]([F:27])([F:26])[F:25])=[CH:19][CH:18]=2)=[CH:10][CH:11]=1)=[N:4][OH:5].